From a dataset of NCI-60 drug combinations with 297,098 pairs across 59 cell lines. Regression. Given two drug SMILES strings and cell line genomic features, predict the synergy score measuring deviation from expected non-interaction effect. (1) Drug 1: C1CN1P(=S)(N2CC2)N3CC3. Drug 2: CCC1(CC2CC(C3=C(CCN(C2)C1)C4=CC=CC=C4N3)(C5=C(C=C6C(=C5)C78CCN9C7C(C=CC9)(C(C(C8N6C)(C(=O)OC)O)OC(=O)C)CC)OC)C(=O)OC)O.OS(=O)(=O)O. Cell line: NCIH23. Synergy scores: CSS=10.8, Synergy_ZIP=-0.339, Synergy_Bliss=6.81, Synergy_Loewe=4.08, Synergy_HSA=4.12. (2) Drug 1: C1CN1C2=NC(=NC(=N2)N3CC3)N4CC4. Drug 2: C(CN)CNCCSP(=O)(O)O. Cell line: SW-620. Synergy scores: CSS=22.6, Synergy_ZIP=9.44, Synergy_Bliss=9.85, Synergy_Loewe=-22.2, Synergy_HSA=5.55.